From a dataset of Forward reaction prediction with 1.9M reactions from USPTO patents (1976-2016). Predict the product of the given reaction. (1) The product is: [N:10]([C:2]1[CH:9]=[CH:8][C:5]([CH:6]=[O:7])=[CH:4][CH:3]=1)=[N+:11]=[N-:12]. Given the reactants F[C:2]1[CH:9]=[CH:8][C:5]([CH:6]=[O:7])=[CH:4][CH:3]=1.[N-:10]=[N+:11]=[N-:12].[Na+].O, predict the reaction product. (2) Given the reactants [Cl:1][C:2]1[CH:17]=[C:16]([Cl:18])[CH:15]=[CH:14][C:3]=1[CH2:4][N:5]1[C:9]([CH3:10])=[CH:8][C:7]([CH3:11])=[C:6]1[CH:12]=O.C(O)(=O)[CH2:20][C:21]([OH:23])=[O:22].N1CCCCC1, predict the reaction product. The product is: [Cl:1][C:2]1[CH:17]=[C:16]([Cl:18])[CH:15]=[CH:14][C:3]=1[CH2:4][N:5]1[C:9]([CH3:10])=[CH:8][C:7]([CH3:11])=[C:6]1/[CH:12]=[CH:20]/[C:21]([OH:23])=[O:22]. (3) Given the reactants [Br:1][C:2]1[C:7]([OH:8])=[CH:6][C:5]([Cl:9])=[CH:4][N:3]=1.C[Si]([N-][Si](C)(C)C)(C)C.[Na+].Cl[CH2:21][O:22][CH2:23][CH2:24][Si:25]([CH3:28])([CH3:27])[CH3:26], predict the reaction product. The product is: [Br:1][C:2]1[C:7]([O:8][CH2:21][O:22][CH2:23][CH2:24][Si:25]([CH3:28])([CH3:27])[CH3:26])=[CH:6][C:5]([Cl:9])=[CH:4][N:3]=1. (4) The product is: [NH2:19][C:9]1[C:10]([NH:17][CH3:18])=[C:11]([CH:16]=[C:7]([C:6]2[C:2]([CH3:1])=[N:3][O:4][C:5]=2[CH3:22])[CH:8]=1)[C:12]([O:14][CH3:15])=[O:13]. Given the reactants [CH3:1][C:2]1[C:6]([C:7]2[CH:8]=[C:9]([N+:19]([O-])=O)[C:10]([NH:17][CH3:18])=[C:11]([CH:16]=2)[C:12]([O:14][CH3:15])=[O:13])=[C:5]([CH3:22])[O:4][N:3]=1.[OH-].[Na+], predict the reaction product.